Dataset: Catalyst prediction with 721,799 reactions and 888 catalyst types from USPTO. Task: Predict which catalyst facilitates the given reaction. (1) Reactant: [Cl:1][C:2]1[C:3]([NH:13][C:14]2[CH:19]=[N:18][CH:17]=[C:16]([C:20]3[CH:25]=[CH:24][C:23]([OH:26])=[CH:22][CH:21]=3)[N:15]=2)=[CH:4][C:5]([O:11][CH3:12])=[C:6]([CH:10]=1)[C:7]([OH:9])=O.[CH3:27][NH:28][CH:29]1[CH2:33][CH2:32][N:31]([CH3:34])[CH2:30]1.C(N(CC)CC)C.CN(C(ON1N=NC2C=CC=CC1=2)=[N+](C)C)C.[B-](F)(F)(F)F. Product: [Cl:1][C:2]1[C:3]([NH:13][C:14]2[CH:19]=[N:18][CH:17]=[C:16]([C:20]3[CH:21]=[CH:22][C:23]([OH:26])=[CH:24][CH:25]=3)[N:15]=2)=[CH:4][C:5]([O:11][CH3:12])=[C:6]([CH:10]=1)[C:7]([N:28]([CH3:27])[CH:29]1[CH2:33][CH2:32][N:31]([CH3:34])[CH2:30]1)=[O:9]. The catalyst class is: 23. (2) Reactant: [NH:1]1[C:9]2[C:4](=[CH:5][CH:6]=[CH:7][CH:8]=2)[C:3]([CH2:10][C:11]([O:13][CH2:14][CH3:15])=[O:12])=[CH:2]1.C1C(=O)N([Br:23])C(=O)C1. Product: [Br:23][C:2]1[NH:1][C:9]2[C:4]([C:3]=1[CH2:10][C:11]([O:13][CH2:14][CH3:15])=[O:12])=[CH:5][CH:6]=[CH:7][CH:8]=2. The catalyst class is: 4. (3) Reactant: C1(P(C2C=CC=CC=2)C2C=CC=CC=2)C=CC=CC=1.C(=O)([O-])[O-].[Na+].[Na+].O.Br[C:28]1[CH:33]=[CH:32][C:31]([O:34][CH3:35])=[CH:30][N:29]=1.[C:36]([C:39]1[CH:40]=[C:41](B(O)O)[CH:42]=[C:43]([F:45])[CH:44]=1)([OH:38])=[O:37].C(O)CC. Product: [F:45][C:43]1[CH:44]=[C:39]([CH:40]=[C:41]([C:28]2[CH:33]=[CH:32][C:31]([O:34][CH3:35])=[CH:30][N:29]=2)[CH:42]=1)[C:36]([OH:38])=[O:37]. The catalyst class is: 167. (4) Reactant: C(OC([N:8]1[CH2:16][C:15]2[C:10](=[C:11]([O:23][CH2:24][CH2:25][C:26]3[N:27]=[C:28]([C:32]4[CH:37]=[CH:36][CH:35]=[CH:34][CH:33]=4)[O:29][C:30]=3[CH3:31])[CH:12]=[CH:13][C:14]=2[CH2:17][C:18](=[C:21]=[O:22])OC)[CH2:9]1)=O)(C)(C)C.[C:38](O)(C(F)(F)F)=[O:39]. Product: [CH3:38][O:39][C:21](=[O:22])[CH2:18][CH2:17][C:14]1[CH:13]=[CH:12][C:11]([O:23][CH2:24][CH2:25][C:26]2[N:27]=[C:28]([C:32]3[CH:37]=[CH:36][CH:35]=[CH:34][CH:33]=3)[O:29][C:30]=2[CH3:31])=[C:10]2[C:15]=1[CH2:16][NH:8][CH2:9]2. The catalyst class is: 2.